This data is from Forward reaction prediction with 1.9M reactions from USPTO patents (1976-2016). The task is: Predict the product of the given reaction. Given the reactants [CH3:1][N:2]1[C:11]2[C:6](=[CH:7][CH:8]=[C:9]([CH2:12][N:13]3[CH2:18][CH2:17][O:16][CH2:15][CH2:14]3)[CH:10]=2)[N:5]([CH:19]=[C:20]([C:26]([O:28]CC)=O)[C:21]([O:23][CH2:24][CH3:25])=[O:22])[CH2:4][C:3]1=[O:31].CS(O)(=O)=O.O=P12OP3(OP(OP(O3)(O1)=O)(=O)O2)=O.[OH-].[Na+].C(Cl)Cl, predict the reaction product. The product is: [CH3:1][N:2]1[C:11]2[CH:10]=[C:9]([CH2:12][N:13]3[CH2:18][CH2:17][O:16][CH2:15][CH2:14]3)[CH:8]=[C:7]3[C:26](=[O:28])[C:20]([C:21]([O:23][CH2:24][CH3:25])=[O:22])=[CH:19][N:5]([C:6]=23)[CH2:4][C:3]1=[O:31].